This data is from Forward reaction prediction with 1.9M reactions from USPTO patents (1976-2016). The task is: Predict the product of the given reaction. (1) Given the reactants [F:1][C:2]1[C:7]2[C:8]([C:18](=[O:21])[NH:19][CH3:20])=[C:9]([C:11]3[CH:16]=[CH:15][C:14]([F:17])=[CH:13][CH:12]=3)[O:10][C:6]=2[CH:5]=[CH:4][C:3]=1[C:22]1[CH:23]=[C:24]([CH:45]=[CH:46][C:47]=1[CH3:48])[C:25]([NH:27][C:28]1([C:39]2[N:44]=[CH:43][CH:42]=[CH:41][N:40]=2)[CH2:31][N:30](C(OC(C)(C)C)=O)[CH2:29]1)=[O:26].Cl.CCOCC, predict the reaction product. The product is: [F:1][C:2]1[C:7]2[C:8]([C:18]([NH:19][CH3:20])=[O:21])=[C:9]([C:11]3[CH:16]=[CH:15][C:14]([F:17])=[CH:13][CH:12]=3)[O:10][C:6]=2[CH:5]=[CH:4][C:3]=1[C:22]1[CH:23]=[C:24]([C:25](=[O:26])[NH:27][C:28]2([C:39]3[N:44]=[CH:43][CH:42]=[CH:41][N:40]=3)[CH2:29][NH:30][CH2:31]2)[CH:45]=[CH:46][C:47]=1[CH3:48]. (2) Given the reactants [CH3:1][NH:2][C:3]1[C:8]([NH2:9])=[CH:7][CH:6]=[CH:5][C:4]=1[NH2:10].C(=O)([O-])[O-].[Na+].[Na+].[N:17]([C:20]1[C:25]([CH3:26])=[CH:24][C:23]([CH3:27])=[CH:22][C:21]=1[CH3:28])=[C:18]=[S:19], predict the reaction product. The product is: [NH2:10][C:4]1[C:3]([NH:2][CH3:1])=[C:8]([NH:9][C:18]([NH:17][C:20]2[C:21]([CH3:28])=[CH:22][C:23]([CH3:27])=[CH:24][C:25]=2[CH3:26])=[S:19])[CH:7]=[CH:6][CH:5]=1. (3) Given the reactants O.S(=O)(=O)(O)O.[CH3:7][O:8][C:9]1[C:14]([O:15][CH3:16])=[CH:13][CH:12]=[CH:11][C:10]=1[C@H:17]([CH:19]1[CH2:24][CH2:23][N:22]([CH2:25][CH2:26][C:27]2[CH:32]=[CH:31][C:30]([F:33])=[CH:29][CH:28]=2)[CH2:21][CH2:20]1)[OH:18].[OH-].[Na+], predict the reaction product. The product is: [CH3:7][O:8][C:9]1[C:14]([O:15][CH3:16])=[CH:13][CH:12]=[CH:11][C:10]=1[CH:17]([CH:19]1[CH2:20][CH2:21][N:22]([CH2:25][CH2:26][C:27]2[CH:32]=[CH:31][C:30]([F:33])=[CH:29][CH:28]=2)[CH2:23][CH2:24]1)[OH:18]. (4) Given the reactants [CH3:1][O:2][C:3](=[O:38])[NH:4][C@H:5]([C:9]([N:11]1[CH2:15][C@@H:14]([O:16][CH3:17])[CH2:13][C@H:12]1[C:18]1[NH:19][CH:20]=[C:21]([C:23]2[CH:28]=[CH:27][C:26](B3OC(C)(C)C(C)(C)O3)=[CH:25][CH:24]=2)[N:22]=1)=[O:10])[CH:6]([CH3:8])[CH3:7].[C:39]([O:43][C:44]([N:46]1[CH2:51][CH2:50][CH:49]([N:52]2[CH2:57][CH2:56][N:55]([C:58](=[O:72])[NH:59][C:60]3[CH:65]=[CH:64][C:63](Br)=[C:62]([O:67][C:68]([F:71])([F:70])[F:69])[CH:61]=3)[CH2:54][CH2:53]2)[CH2:48][CH2:47]1)=[O:45])([CH3:42])([CH3:41])[CH3:40].C(=O)(O)[O-].[Na+].C1(P(C2CCCCC2)C2C=CC=CC=2C2C(C(C)C)=CC(C(C)C)=CC=2C(C)C)CCCCC1, predict the reaction product. The product is: [C:39]([O:43][C:44]([N:46]1[CH2:47][CH2:48][CH:49]([N:52]2[CH2:57][CH2:56][N:55]([C:58](=[O:72])[NH:59][C:60]3[CH:65]=[CH:64][C:63]([C:26]4[CH:25]=[CH:24][C:23]([C:21]5[N:22]=[C:18]([C@@H:12]6[CH2:13][C@H:14]([O:16][CH3:17])[CH2:15][N:11]6[C:9](=[O:10])[C@@H:5]([NH:4][C:3]([O:2][CH3:1])=[O:38])[CH:6]([CH3:7])[CH3:8])[NH:19][CH:20]=5)=[CH:28][CH:27]=4)=[C:62]([O:67][C:68]([F:70])([F:71])[F:69])[CH:61]=3)[CH2:54][CH2:53]2)[CH2:50][CH2:51]1)=[O:45])([CH3:42])([CH3:40])[CH3:41]. (5) Given the reactants [CH:1]1([N:7]2[CH2:13][C:12]([F:15])([F:14])[C:11](=[O:16])[N:10]([CH3:17])[C:9]3[CH:18]=[N:19][C:20]([NH:22][C:23]4[CH:31]=[CH:30][C:26]([C:27]([OH:29])=O)=[CH:25][C:24]=4[O:32][CH3:33])=[N:21][C:8]2=3)[CH2:6][CH2:5][CH2:4][CH2:3][CH2:2]1.CN(C(ON1N=NC2C=CC=NC1=2)=[N+](C)C)C.F[P-](F)(F)(F)(F)F.[NH2:58][CH:59]1[CH2:64][CH2:63][N:62]([CH2:65][CH2:66][OH:67])[CH2:61][CH2:60]1, predict the reaction product. The product is: [CH:1]1([N:7]2[CH2:13][C:12]([F:14])([F:15])[C:11](=[O:16])[N:10]([CH3:17])[C:9]3[CH:18]=[N:19][C:20]([NH:22][C:23]4[CH:31]=[CH:30][C:26]([C:27]([NH:58][CH:59]5[CH2:64][CH2:63][N:62]([CH2:65][CH2:66][OH:67])[CH2:61][CH2:60]5)=[O:29])=[CH:25][C:24]=4[O:32][CH3:33])=[N:21][C:8]2=3)[CH2:2][CH2:3][CH2:4][CH2:5][CH2:6]1.